This data is from Reaction yield outcomes from USPTO patents with 853,638 reactions. The task is: Predict the reaction yield, written as a fraction of the theoretical maximum amount of product (1.0 means a 100% yield; for example, 0.34 means a 34% yield). The reactants are [NH2:1][C:2]1[CH:3]=[C:4]([C:8]2[C:16]3[C:11](=[CH:12][CH:13]=[C:14]([C:17]([NH2:19])=[O:18])[CH:15]=3)[N:10](C3CCCCO3)[N:9]=2)[CH:5]=[CH:6][CH:7]=1.[O:26]1[CH2:30][CH2:29][CH:28]([C:31](O)=[O:32])[CH2:27]1.CCN=C=NCCCN(C)C. No catalyst specified. The product is [O:26]1[CH2:30][CH2:29][CH:28]([C:31]([NH:1][C:2]2[CH:3]=[C:4]([C:8]3[C:16]4[C:11](=[CH:12][CH:13]=[C:14]([C:17]([NH2:19])=[O:18])[CH:15]=4)[NH:10][N:9]=3)[CH:5]=[CH:6][CH:7]=2)=[O:32])[CH2:27]1. The yield is 0.150.